Dataset: Full USPTO retrosynthesis dataset with 1.9M reactions from patents (1976-2016). Task: Predict the reactants needed to synthesize the given product. (1) Given the product [OH:9][C:6]1([OH:30])[CH2:7][CH2:8][N:3]([C:20](=[O:21])[CH2:19][CH2:18][CH:17]([C:23]2[CH:28]=[CH:27][C:26]([F:29])=[CH:25][CH:24]=2)[C:14]2[CH:13]=[CH:12][C:11]([F:10])=[CH:16][CH:15]=2)[CH2:4][CH2:5]1, predict the reactants needed to synthesize it. The reactants are: Cl.O.[NH:3]1[CH2:8][CH2:7][C:6](=[O:9])[CH2:5][CH2:4]1.[F:10][C:11]1[CH:16]=[CH:15][C:14]([CH:17]([C:23]2[CH:28]=[CH:27][C:26]([F:29])=[CH:25][CH:24]=2)[CH2:18][CH2:19][C:20](O)=[O:21])=[CH:13][CH:12]=1.[OH:30]N1C2C=CC=CC=2N=N1.Cl.C(N=C=NCCCN(C)C)C.C(N(CC)CC)C. (2) Given the product [Cl:22][C:19]1[C:18](=[O:23])[N:17]2[C:10]3([NH:14][C:15](=[O:24])[C:16]2=[CH:21][CH:20]=1)[CH2:11][CH2:12][CH2:13][N:8]([C:38]([O:40][C:41]([CH3:42])([CH3:43])[CH3:44])=[O:39])[CH2:9]3, predict the reactants needed to synthesize it. The reactants are: C([N:8]1[CH2:13][CH2:12][CH2:11][C:10]2([N:17]3[C:18](=[O:23])[C:19]([Cl:22])=[CH:20][CH:21]=[C:16]3[C:15](=[O:24])[NH:14]2)[CH2:9]1)C1C=CC=CC=1.C(=O)(O)[O-].[Na+].[C:38](O[C:38]([O:40][C:41]([CH3:44])([CH3:43])[CH3:42])=[O:39])([O:40][C:41]([CH3:44])([CH3:43])[CH3:42])=[O:39]. (3) Given the product [CH3:1][NH:2][S:3]([NH:6][C@@H:10]1[CH2:9][CH2:16][N:15]([C:18]([O:20][C:21]([CH3:24])([CH3:23])[CH3:22])=[O:19])[CH2:14]1)(=[O:4])=[O:5], predict the reactants needed to synthesize it. The reactants are: [CH3:1][NH:2][S:3]([N:6]1[CH2:10][CH2:9]OC1=O)(=[O:5])=[O:4].N[C@@H]1C[CH2:16][N:15]([C:18]([O:20][C:21]([CH3:24])([CH3:23])[CH3:22])=[O:19])[CH2:14]1.C(N(CC)CC)C.O. (4) Given the product [OH:1][C:2]1[CH:3]=[C:4]([CH:9]=[C:10]([O:12][CH2:19][C:20]2[CH:25]=[CH:24][CH:23]=[CH:22][CH:21]=2)[CH:11]=1)[C:5]([O:7][CH3:8])=[O:6], predict the reactants needed to synthesize it. The reactants are: [OH:1][C:2]1[CH:3]=[C:4]([CH:9]=[C:10]([OH:12])[CH:11]=1)[C:5]([O:7][CH3:8])=[O:6].C(=O)([O-])[O-].[K+].[K+].[CH2:19](Br)[C:20]1[CH:25]=[CH:24][CH:23]=[CH:22][CH:21]=1. (5) Given the product [C:41]([OH:44])(=[O:43])/[CH:42]=[CH:38]\[C:37]([OH:40])=[O:39].[C:51]([OH:50])(=[O:53])/[CH:52]=[CH:38]\[C:37]([OH:40])=[O:39].[C:41]([OH:44])(=[O:43])/[CH:42]=[CH:38]\[C:37]([OH:40])=[O:39].[CH3:30][N:31]1[CH2:36][CH2:35][N:34]([CH:26]2[CH2:27][CH2:28][CH:24]([N:8]3[C:4]4[N:5]=[CH:6][N:7]=[C:2]([NH2:1])[C:3]=4[C:10]([C:11]4[CH:12]=[CH:13][C:14]([O:17][C:18]5[CH:19]=[CH:20][CH:21]=[CH:22][CH:23]=5)=[CH:15][CH:16]=4)=[CH:9]3)[CH2:25]2)[CH2:33][CH2:32]1, predict the reactants needed to synthesize it. The reactants are: [NH2:1][C:2]1[C:3]2[C:10]([C:11]3[CH:16]=[CH:15][C:14]([O:17][C:18]4[CH:23]=[CH:22][CH:21]=[CH:20][CH:19]=4)=[CH:13][CH:12]=3)=[CH:9][N:8]([CH:24]3[CH2:28][CH2:27][CH:26](O)[CH2:25]3)[C:4]=2[N:5]=[CH:6][N:7]=1.[CH3:30][N:31]1[CH2:36][CH2:35][NH:34][CH2:33][CH2:32]1.[C:37]([OH:40])(=[O:39])[CH3:38].[C:41]([O:44][BH-]([O:50][C:51](=[O:53])[CH3:52])OC(=O)C)(=[O:43])[CH3:42].[Na+]. (6) Given the product [C:6]1([C:12]2[CH:20]=[C:15]3[CH:16]=[CH:17][CH:18]=[C:19]([Si:22]([CH3:24])([CH3:23])[CH3:21])[N:14]3[N:13]=2)[CH:7]=[CH:8][CH:9]=[CH:10][CH:11]=1, predict the reactants needed to synthesize it. The reactants are: C([Li])CCC.[C:6]1([C:12]2[CH:20]=[C:15]3[CH:16]=[CH:17][CH:18]=[CH:19][N:14]3[N:13]=2)[CH:11]=[CH:10][CH:9]=[CH:8][CH:7]=1.[CH3:21][Si:22](Cl)([CH3:24])[CH3:23].[Cl-].[NH4+].